Dataset: Acute oral toxicity (LD50) regression data from Zhu et al.. Task: Regression/Classification. Given a drug SMILES string, predict its toxicity properties. Task type varies by dataset: regression for continuous values (e.g., LD50, hERG inhibition percentage) or binary classification for toxic/non-toxic outcomes (e.g., AMES mutagenicity, cardiotoxicity, hepatotoxicity). Dataset: ld50_zhu. (1) The drug is Cc1ccc(O)c(C(C)(C)C)c1. The rat oral LD50 is 1.82, given as -log10 of the dose in mol/kg body weight (higher means more acutely toxic). (2) The molecule is CCOP(=O)(OCC)OC(=CCl)c1cc(Cl)ccc1Cl. The rat oral LD50 is 4.01, given as -log10 of the dose in mol/kg body weight (higher means more acutely toxic). (3) The drug is CC(C)C(=O)O. The rat oral LD50 is 2.50, given as -log10 of the dose in mol/kg body weight (higher means more acutely toxic). (4) The rat oral LD50 is 2.94, given as -log10 of the dose in mol/kg body weight (higher means more acutely toxic). The drug is O=C(CO)c1coc(=O)c2c(O)cccc12.